From a dataset of Reaction yield outcomes from USPTO patents with 853,638 reactions. Predict the reaction yield, written as a fraction of the theoretical maximum amount of product (1.0 means a 100% yield; for example, 0.34 means a 34% yield). (1) The reactants are [Cl:1][C:2]1[CH:18]=[CH:17][C:5]2[C:6]3[N:7]([N:11]=[C:12]([C:14](O)=[O:15])[N:13]=3)[CH2:8][CH2:9][O:10][C:4]=2[CH:3]=1.C[N:20](C)C=O.F[P-](F)(F)(F)(F)F.C[N+](C)=C(N(C)C)ON1C2N=CC=CC=2N=N1.ClC1C=CC2N=NN(O)C=2C=1.[NH4+].[Cl-].C(N(CC)C(C)C)(C)C. No catalyst specified. The product is [Cl:1][C:2]1[CH:18]=[CH:17][C:5]2[C:6]3[N:7]([N:11]=[C:12]([C:14]([NH2:20])=[O:15])[N:13]=3)[CH2:8][CH2:9][O:10][C:4]=2[CH:3]=1. The yield is 0.0530. (2) The reactants are Br.[NH2:2][C:3]1[C:4]([OH:17])=[C:5]([C:9]2[O:13][C:12]([C:14]([OH:16])=[O:15])=[CH:11][CH:10]=2)[CH:6]=[CH:7][CH:8]=1.[N:18]([O-])=O.[Na+].[CH3:22][C:23]1([CH3:39])[C:31]2[C:26](=[CH:27][CH:28]=[C:29]([N:32]3[C:36](=[O:37])[CH2:35][C:34]([CH3:38])=[N:33]3)[CH:30]=2)[CH2:25][CH2:24]1.C(=O)(O)[O-].[Na+]. The catalyst is Cl.C(O)C. The product is [CH3:22][C:23]1([CH3:39])[C:31]2[C:26](=[CH:27][CH:28]=[C:29]([N:32]3[C:36](=[O:37])/[C:35](=[N:18]\[NH:2][C:3]4[C:4]([OH:17])=[C:5]([C:9]5[O:13][C:12]([C:14]([OH:16])=[O:15])=[CH:11][CH:10]=5)[CH:6]=[CH:7][CH:8]=4)/[C:34]([CH3:38])=[N:33]3)[CH:30]=2)[CH2:25][CH2:24]1. The yield is 0.403. (3) The reactants are [Br:1][C:2]1[CH:7]=[CH:6][C:5]([C:8](=[N:19][OH:20])[CH2:9][C:10]2[CH:15]=[CH:14][C:13]([S:16][CH3:17])=[C:12]([F:18])[CH:11]=2)=[CH:4][CH:3]=1.C([N-]C(C)C)(C)C.[Li+].C(NC(C)C)(C)C.C([Li])CCC.[C:41](N1C=CN=C1)(=[O:43])[CH3:42].Cl. The catalyst is O1CCCC1.CCCCCC. The product is [Br:1][C:2]1[CH:3]=[CH:4][C:5]([C:8]2[CH:9]([C:10]3[CH:15]=[CH:14][C:13]([S:16][CH3:17])=[C:12]([F:18])[CH:11]=3)[C:41]([CH3:42])([OH:43])[O:20][N:19]=2)=[CH:6][CH:7]=1. The yield is 0.360. (4) The reactants are [CH2:1]([C:3]1([CH2:23][CH3:24])[C:11]2[C:6](=[CH:7][C:8]([N+:16]([O-:18])=[O:17])=[C:9]([NH:12]C(=O)C)[CH:10]=2)[N:5]([CH:19]([CH3:21])[CH3:20])[C:4]1=[O:22])[CH3:2].Cl. The catalyst is C(O)C. The product is [NH2:12][C:9]1[CH:10]=[C:11]2[C:6](=[CH:7][C:8]=1[N+:16]([O-:18])=[O:17])[N:5]([CH:19]([CH3:20])[CH3:21])[C:4](=[O:22])[C:3]2([CH2:23][CH3:24])[CH2:1][CH3:2]. The yield is 0.990. (5) The reactants are [F:1][C:2]([F:12])([F:11])[O:3][C:4]1[CH:9]=[CH:8][C:7]([OH:10])=[CH:6][CH:5]=1.[Cl:13][C:14]1[N:19]=[C:18](Cl)[CH:17]=[C:16]([CH3:21])[N:15]=1. No catalyst specified. The product is [Cl:13][C:14]1[N:15]=[C:16]([CH3:21])[CH:17]=[C:18]([O:10][C:7]2[CH:6]=[CH:5][C:4]([O:3][C:2]([F:11])([F:12])[F:1])=[CH:9][CH:8]=2)[N:19]=1. The yield is 0.600.